Dataset: Forward reaction prediction with 1.9M reactions from USPTO patents (1976-2016). Task: Predict the product of the given reaction. (1) The product is: [CH3:28][C:4]1[C:3]([CH3:29])=[C:2]([C:35]2[N:31]([CH3:30])[N:32]=[CH:33][CH:34]=2)[N:7]=[N:6][C:5]=1[N:8]1[CH2:13][CH2:12][CH:11]([N:14]([CH2:16][C:17]2[CH:22]=[CH:21][C:20]([F:23])=[CH:19][C:18]=2[C:24]([F:27])([F:26])[F:25])[CH3:15])[CH2:10][CH2:9]1. Given the reactants Cl[C:2]1[N:7]=[N:6][C:5]([N:8]2[CH2:13][CH2:12][CH:11]([N:14]([CH2:16][C:17]3[CH:22]=[CH:21][C:20]([F:23])=[CH:19][C:18]=3[C:24]([F:27])([F:26])[F:25])[CH3:15])[CH2:10][CH2:9]2)=[C:4]([CH3:28])[C:3]=1[CH3:29].[CH3:30][N:31]1[C:35](B(O)O)=[CH:34][CH:33]=[N:32]1.C(=O)([O-])[O-].[Na+].[Na+].C1(C)C=CC=CC=1, predict the reaction product. (2) Given the reactants [NH2:1][C:2]1[N:7]=[C:6]([CH:8]([O:11][C:12]2[CH:17]=[CH:16][C:15]([F:18])=[CH:14][C:13]=2[Cl:19])[CH2:9][OH:10])[CH:5]=[CH:4][N:3]=1.[H-].[Na+].[CH3:22]I.[Cl-].[NH4+], predict the reaction product. The product is: [Cl:19][C:13]1[CH:14]=[C:15]([F:18])[CH:16]=[CH:17][C:12]=1[O:11][CH:8]([C:6]1[CH:5]=[CH:4][N:3]=[C:2]([NH2:1])[N:7]=1)[CH2:9][O:10][CH3:22]. (3) Given the reactants [F:1][CH:2]([F:13])[O:3][C:4]1[CH:9]=[CH:8][C:7]([N+:10]([O-])=O)=[CH:6][N:5]=1.Cl, predict the reaction product. The product is: [F:13][CH:2]([F:1])[O:3][C:4]1[N:5]=[CH:6][C:7]([NH2:10])=[CH:8][CH:9]=1. (4) Given the reactants [H-].[Na+].C(OP([CH:11]([CH3:17])[C:12]([O:14][CH2:15][CH3:16])=[O:13])(OCC)=O)C.[CH2:18]([O:22][CH2:23][CH2:24][O:25][C:26]1[CH:31]=[CH:30][C:29]([C:32]2[CH:37]=[CH:36][C:35]([N:38]3[CH:42]=[CH:41][CH:40]=[N:39]3)=[C:34]([CH:43]=O)[CH:33]=2)=[CH:28][CH:27]=1)[CH2:19][CH2:20][CH3:21].O, predict the reaction product. The product is: [CH2:18]([O:22][CH2:23][CH2:24][O:25][C:26]1[CH:27]=[CH:28][C:29]([C:32]2[CH:37]=[CH:36][C:35]([N:38]3[CH:42]=[CH:41][CH:40]=[N:39]3)=[C:34](/[CH:43]=[C:11](\[CH3:17])/[C:12]([O:14][CH2:15][CH3:16])=[O:13])[CH:33]=2)=[CH:30][CH:31]=1)[CH2:19][CH2:20][CH3:21]. (5) The product is: [C:20]1([C:28]2[CH:29]=[CH:30][CH:31]=[CH:32][CH:33]=2)[CH:25]=[CH:24][CH:23]=[C:22]([CH2:26][N:1]2[CH:2]([C:10]3[C:19]4[O:18][CH2:17][CH2:16][O:15][C:14]=4[CH:13]=[CH:12][CH:11]=3)[CH2:3][CH2:4][CH2:5][C:6]2=[O:8])[CH:21]=1. Given the reactants [NH2:1][CH:2]([C:10]1[C:19]2[O:18][CH2:17][CH2:16][O:15][C:14]=2[CH:13]=[CH:12][CH:11]=1)[CH2:3][CH2:4][CH2:5][C:6]([O:8]C)=O.[C:20]1([C:28]2[CH:33]=[CH:32][CH:31]=[CH:30][CH:29]=2)[CH:25]=[CH:24][CH:23]=[C:22]([CH:26]=O)[CH:21]=1, predict the reaction product. (6) Given the reactants [Br:1][C:2]1[CH:7]=[CH:6][C:5]([CH:8]([C:20]2[CH:25]=[CH:24][CH:23]=[CH:22][C:21]=2[CH3:26])[CH2:9][C:10]([C:12]2[CH:13]=[CH:14][C:15](=[O:19])[N:16]([CH3:18])[CH:17]=2)=O)=[C:4]([F:27])[CH:3]=1.Cl.[NH2:29][OH:30].C([O-])(O)=O.[Na+], predict the reaction product. The product is: [Br:1][C:2]1[CH:7]=[CH:6][C:5]([CH:8]([C:20]2[CH:25]=[CH:24][CH:23]=[CH:22][C:21]=2[CH3:26])[CH2:9]/[C:10](/[C:12]2[CH:13]=[CH:14][C:15](=[O:19])[N:16]([CH3:18])[CH:17]=2)=[N:29]\[OH:30])=[C:4]([F:27])[CH:3]=1.